From a dataset of Full USPTO retrosynthesis dataset with 1.9M reactions from patents (1976-2016). Predict the reactants needed to synthesize the given product. (1) Given the product [CH2:26]1[CH2:6][CH2:7][N:8]([CH2:12][CH2:24][C:19]([C:18]2[CH:17]=[CH:16][CH:15]=[CH:14][CH:13]=2)=[O:36])[CH2:9][CH2:10][CH2:28]1.[ClH:25], predict the reactants needed to synthesize it. The reactants are: P(=S)([O-])([O-])[O-].[CH3:6][CH2:7][N:8]([CH:12]1[C:24]2[C:19](=CC=CC=2)[C:18]2[C:13]1=[CH:14][CH:15]=[CH:16][CH:17]=2)[CH2:9][CH2:10]I.[ClH:25].[C:26]([CH2:28]COP(N)[O-])#N.C(OC(=O)C)(=[O:36])C.O1CCCC1.N1C=CN=C1.O1CCCC1.C(OC1SSC(=O)N=1)C. (2) Given the product [CH:1]1([N:4]([CH:5]2[CH2:10][CH2:9][N:8]([C:11]3[O:15][N:14]=[C:13]([CH2:16][CH2:17][CH3:18])[N:12]=3)[CH2:7][CH2:6]2)[C:30]([C:27]2[CH:26]=[N:25][C:24]([C:23]3[O:19][CH:20]=[N:21][CH:22]=3)=[CH:29][N:28]=2)=[O:31])[CH2:2][CH2:3]1, predict the reactants needed to synthesize it. The reactants are: [CH:1]1([NH:4][CH:5]2[CH2:10][CH2:9][N:8]([C:11]3[O:15][N:14]=[C:13]([CH2:16][CH2:17][CH3:18])[N:12]=3)[CH2:7][CH2:6]2)[CH2:3][CH2:2]1.[O:19]1[C:23]([C:24]2[N:25]=[CH:26][C:27]([C:30](O)=[O:31])=[N:28][CH:29]=2)=[CH:22][N:21]=[CH:20]1. (3) The reactants are: Cl[Mg][CH2:3][CH2:4][C:5]1[CH:10]=[CH:9][CH:8]=[CH:7][CH:6]=1.[CH:11]([C:13]1[N:14]=[C:15]([CH:18]2[CH2:23][CH2:22][N:21]([C:24]([O:26][C:27]([CH3:30])([CH3:29])[CH3:28])=[O:25])[CH2:20][CH2:19]2)[S:16][CH:17]=1)=[O:12].[Cl-].[NH4+]. Given the product [OH:12][CH:11]([C:13]1[N:14]=[C:15]([CH:18]2[CH2:19][CH2:20][N:21]([C:24]([O:26][C:27]([CH3:30])([CH3:29])[CH3:28])=[O:25])[CH2:22][CH2:23]2)[S:16][CH:17]=1)[CH2:3][CH2:4][C:5]1[CH:10]=[CH:9][CH:8]=[CH:7][CH:6]=1, predict the reactants needed to synthesize it.